Dataset: Drug-target binding data from BindingDB using IC50 measurements. Task: Regression. Given a target protein amino acid sequence and a drug SMILES string, predict the binding affinity score between them. We predict pIC50 (pIC50 = -log10(IC50 in M); higher means more potent). Dataset: bindingdb_ic50. (1) The small molecule is COc1ccc(NC(=O)C2C(=O)NC3(C)CC2c2ccccc2O3)cc1. The target protein (P25090) has sequence METNFSTPLNEYEEVSYESAGYTVLRILPLVVLGVTFVLGVLGNGLVIWVAGFRMTRTVTTICYLNLALADFSFTATLPFLIVSMAMGEKWPFGWFLCKLIHIVVDINLFGSVFLIGFIALDRCICVLHPVWAQNHRTVSLAMKVIVGPWILALVLTLPVFLFLTTVTIPNGDTYCTFNFASWGGTPEERLKVAITMLTARGIIRFVIGFSLPMSIVAICYGLIAAKIHKKGMIKSSRPLRVLTAVVASFFICWFPFQLVALLGTVWLKEMLFYGKYKIIDILVNPTSSLAFFNSCLNPMLYVFVGQDFRERLIHSLPTSLERALSEDSAPTNDTAANSASPPAETELQAM. The pIC50 is 4.2. (2) The compound is COC(=O)C1C(C)=NC(C)=C(C(=O)OCc2cc([N+](=O)[O-])cc([N+](=O)[O-])c2)C1c1cccc([N+](=O)[O-])c1. The target protein (P15381) has sequence MLRALVQPATPAYQPLPSHLSAETESTCKGTVVHEAQLNHFYISPGGSNYGSPRPAHANMNANAAAGLAPEHIPTPGAALSWQAAIDAARQAKLMGSAGNATISTVSSTQRKRQQYGKPKKQGSTTATRPPRALLCLTLKNPIRRACISIVEWKPFEIIILLTIFANCVALAIYIPFPEDDSNATNSNLERVEYLFLIIFTVEAFLKVIAYGLLFHPNAYLRNGWNLLDFIIVVVGLFSAILEQATKADGANALGGKGAGFDVKALRAFRVLRPLRLVSGVPSLQVVLNSIIKAMVPLLHIALLVLFVIIIYAIIGLELFMGKMHKTCYNQEGVADVPAEDDPSPCALETGHGRQCQNGTVCKPGWDGPKHGITNFDNFAFAMLTVFQCITMEGWTDVLYWMQDAMGYELPWVYFVSLVIFGSFFVLNLVLGVLSGEFSKEREKAKARGDFQKLREKQQLEEDLKGYLDWITQAEDIDPENEDEGMDEEKPRNMSMPTSE.... The pIC50 is 7.3. (3) The small molecule is COc1ccc(-c2cccs2)cc1/C=C/C(=O)c1c(OC)cccc1OC. The target protein (P19438) has sequence MGLSTVPDLLLPLVLLELLVGIYPSGVIGLVPHLGDREKRDSVCPQGKYIHPQNNSICCTKCHKGTYLYNDCPGPGQDTDCRECESGSFTASENHLRHCLSCSKCRKEMGQVEISSCTVDRDTVCGCRKNQYRHYWSENLFQCFNCSLCLNGTVHLSCQEKQNTVCTCHAGFFLRENECVSCSNCKKSLECTKLCLPQIENVKGTEDSGTTVLLPLVIFFGLCLLSLLFIGLMYRYQRWKSKLYSIVCGKSTPEKEGELEGTTTKPLAPNPSFSPTPGFTPTLGFSPVPSSTFTSSSTYTPGDCPNFAAPRREVAPPYQGADPILATALASDPIPNPLQKWEDSAHKPQSLDTDDPATLYAVVENVPPLRWKEFVRRLGLSDHEIDRLELQNGRCLREAQYSMLATWRRRTPRREATLELLGRVLRDMDLLGCLEDIEEALCGPAALPPAPSLLR. The pIC50 is 5.5. (4) The compound is O=C(O)c1cc(NCc2ccc3c(c2)OCO3)ccc1N1CCOCC1. The target protein (O75116) has sequence MSRPPPTGKMPGAPETAPGDGAGASRQRKLEALIRDPRSPINVESLLDGLNSLVLDLDFPALRKNKNIDNFLNRYEKIVKKIRGLQMKAEDYDVVKVIGRGAFGEVQLVRHKASQKVYAMKLLSKFEMIKRSDSAFFWEERDIMAFANSPWVVQLFYAFQDDRYLYMVMEYMPGGDLVNLMSNYDVPEKWAKFYTAEVVLALDAIHSMGLIHRDVKPDNMLLDKHGHLKLADFGTCMKMDETGMVHCDTAVGTPDYISPEVLKSQGGDGFYGRECDWWSVGVFLYEMLVGDTPFYADSLVGTYSKIMDHKNSLCFPEDAEISKHAKNLICAFLTDREVRLGRNGVEEIRQHPFFKNDQWHWDNIRETAAPVVPELSSDIDSSNFDDIEDDKGDVETFPIPKAFVGNQLPFIGFTYYRENLLLSDSPSCRETDSIQSRKNEESQEIQKKLYTLEEHLSNEMQAKEELEQKCKSVNTRLEKTAKELEEEITLRKSVESALRQ.... The pIC50 is 4.2. (5) The compound is OCC1O[C@@H](Oc2ccc(O)cc2)C(O)[C@@H](O)[C@@H]1O. The target protein (Q00024) has sequence MSHLLVSPLGGGVQPRLEINNFVKNDRQFSLYVQALDRMYATPQNETASYFQVAGVHGYPLIPFDDAVGPTEFSPFDQWTGYCTHGSTLFPTWHRPYVLILEQILSGHAQQIADTYTVNKSEWKKAATEFRHPYWDWASNSVPPPEVISLPKVTITTPNGQKTSVANPLMRYTFNSVNDGGFYGPYNQWDTTLRQPDSTGVNAKDNVNRLKSVLKNAQASLTRATYDMFNRVTTWPHFSSHTPASGGSTSNSIEAIHDNIHVLVGGNGHMSDPSVAPFDPIFFLHHANVDRLIALWSAIRYDVWTSPGDAQFGTYTLRYKQSVDESTDLAPWWKTQNEYWKSNELRSTESLGYTYPEFVGLDMYNKDAVNKTISRKVAQLYGPQRGGQRSLVEDLSNSHARRSQRPAKRSRLGQLLKGLFSDWSAQIKFNRHEVGQSFSVCLFLGNVPEDPREWLVSPNLVGARHAFVRSVKTDHVAEEIGFIPINQWIAEHTGLPSFAV.... The pIC50 is 4.0. (6) The small molecule is S=C1Cc2c(-c3cccs3)cc(-c3ccccc3)nc2-c2ccccc2N1. The target protein (P18266) has sequence MSGRPRTTSFAESCKPVQQPSAFGSMKVSRDKDGSKVTTVVATPGQGPDRPQEVSYTDTKVIGNGSFGVVYQAKLCDSGELVAIKKVLQDKRFKNRELQIMRKLDHCNIVRLRYFFYSSGEKKDEVYLNLVLDYVPETVYRVARHYSRAKQTLPVIYVKLYMYQLFRSLAYIHSFGICHRDIKPQNLLLDPDTAVLKLCDFGSAKQLVRGEPNVSYICSRYYRAPELIFGATDYTSSIDMWSAGCVLAELLLGQPIFPGDSGVDQLVEIIKVLGTPTREQIREMNPNYTEFKFPQIKAHPWTKVFRPRTPPEAIALCSRLLEYTPTARLTPLEACAHSFFDELRDPNVKLPNGRDTPALFNFTTQELSSNPPLATILIPPHARIQAAASPPANATAASDTNAGDRGQTNNAASASASNST. The pIC50 is 3.5.